Regression. Given a peptide amino acid sequence and an MHC pseudo amino acid sequence, predict their binding affinity value. This is MHC class II binding data. From a dataset of Peptide-MHC class II binding affinity with 134,281 pairs from IEDB. (1) The peptide sequence is IAATAANAAPTNDKF. The MHC is DRB1_1501 with pseudo-sequence DRB1_1501. The binding affinity (normalized) is 0.268. (2) The peptide sequence is EEFCTLASRFLVEED. The binding affinity (normalized) is 0.0743. The MHC is DRB4_0101 with pseudo-sequence DRB4_0103.